Dataset: Forward reaction prediction with 1.9M reactions from USPTO patents (1976-2016). Task: Predict the product of the given reaction. (1) The product is: [CH2:10]([O:1][C:2]1[CH:7]=[C:6]([CH3:8])[O:5][C:4](=[O:9])[CH:3]=1)[C:11]1[CH:16]=[CH:15][CH:14]=[CH:13][CH:12]=1. Given the reactants [OH:1][C:2]1[CH:7]=[C:6]([CH3:8])[O:5][C:4](=[O:9])[CH:3]=1.[CH2:10](Br)[C:11]1[CH:16]=[CH:15][CH:14]=[CH:13][CH:12]=1.C1CCN2C(=NCCC2)CC1, predict the reaction product. (2) Given the reactants [CH2:1]([N:5]([CH2:29][C:30]1[CH:35]=[CH:34][C:33]([C:36]([F:39])([F:38])[F:37])=[CH:32][CH:31]=1)[C:6](=[O:28])[CH2:7][O:8][C:9]1[CH:14]=[CH:13][C:12]([CH2:15][CH2:16][O:17][C:18]2[CH:27]=[CH:26][CH:25]=[CH:24][C:19]=2[C:20]([O:22]C)=[O:21])=[CH:11][CH:10]=1)[CH:2]([CH3:4])[CH3:3].O.[OH-].[Li+], predict the reaction product. The product is: [CH2:1]([N:5]([CH2:29][C:30]1[CH:31]=[CH:32][C:33]([C:36]([F:37])([F:38])[F:39])=[CH:34][CH:35]=1)[C:6](=[O:28])[CH2:7][O:8][C:9]1[CH:10]=[CH:11][C:12]([CH2:15][CH2:16][O:17][C:18]2[CH:27]=[CH:26][CH:25]=[CH:24][C:19]=2[C:20]([OH:22])=[O:21])=[CH:13][CH:14]=1)[CH:2]([CH3:4])[CH3:3].